From a dataset of Forward reaction prediction with 1.9M reactions from USPTO patents (1976-2016). Predict the product of the given reaction. (1) Given the reactants Cl[C:2]1[C:3]2[CH2:13][N:12]([C:14]([O:16][C:17]([CH3:20])([CH3:19])[CH3:18])=[O:15])[CH2:11][CH2:10][C:4]=2[N:5]=[C:6]([S:8][CH3:9])[N:7]=1.[Cl:21][C:22]1[CH:27]=[C:26]([Cl:28])[CH:25]=[CH:24][C:23]=1[OH:29].C[Si]([N-][Si](C)(C)C)(C)C.[Na+], predict the reaction product. The product is: [Cl:21][C:22]1[CH:27]=[C:26]([Cl:28])[CH:25]=[CH:24][C:23]=1[O:29][C:2]1[C:3]2[CH2:13][N:12]([C:14]([O:16][C:17]([CH3:20])([CH3:19])[CH3:18])=[O:15])[CH2:11][CH2:10][C:4]=2[N:5]=[C:6]([S:8][CH3:9])[N:7]=1. (2) Given the reactants C([O:4][C:5]1[CH:26]=[CH:25][C:8]([C:9]2[CH:10]([CH2:23][CH3:24])[O:11][C:12]3[C:17]([CH:18]=2)=[CH:16][CH:15]=[C:14]([O:19]C(=O)C)[CH:13]=3)=[CH:7][CH:6]=1)(=O)C.[OH-].[K+].C(O)(=O)C, predict the reaction product. The product is: [OH:4][C:5]1[CH:26]=[CH:25][C:8]([C:9]2[CH:10]([CH2:23][CH3:24])[O:11][C:12]3[C:17]([CH:18]=2)=[CH:16][CH:15]=[C:14]([OH:19])[CH:13]=3)=[CH:7][CH:6]=1. (3) The product is: [NH2:1][CH2:4][C@H:5]1[O:9][C@@H:8]([N:10]2[CH:25]=[CH:24][C:14]([NH2:15])=[N:13][C:11]2=[O:12])[C@H:7]([OH:26])[C@@H:6]1[OH:27]. Given the reactants [N:1]([CH2:4][C@H:5]1[O:9][C@@H:8]([N:10]2[CH:25]=[CH:24][C:14]([NH:15]C(=O)C3C=CC=CC=3)=[N:13][C:11]2=[O:12])[C@H:7]([OH:26])[C@@H:6]1[OH:27])=[N+]=[N-], predict the reaction product. (4) Given the reactants [CH3:1][N:2]1[C:14]2[CH2:13][CH2:12][CH:11]([CH:15]3[CH2:20][CH2:19][O:18][CH2:17][CH2:16]3)[CH2:10][C:9]=2[C:8]2[C:3]1=[CH:4][CH:5]=[C:6]([C:21]([N:23]1[CH2:28][CH2:27][CH2:26][C@H:25]([C:29](OCC)=[O:30])[CH2:24]1)=[O:22])[CH:7]=2.[OH-].[Li+].C(N(CC)C(C)C)(C)C.CN(C(ON1N=NC2C=CC=NC1=2)=[N+](C)C)C.F[P-](F)(F)(F)(F)F.[CH:69]1([NH2:72])[CH2:71][CH2:70]1, predict the reaction product. The product is: [CH:69]1([NH:72][C:29]([C@H:25]2[CH2:26][CH2:27][CH2:28][N:23]([C:21]([C:6]3[CH:7]=[C:8]4[C:3](=[CH:4][CH:5]=3)[N:2]([CH3:1])[C:14]3[CH2:13][CH2:12][CH:11]([CH:15]5[CH2:16][CH2:17][O:18][CH2:19][CH2:20]5)[CH2:10][C:9]4=3)=[O:22])[CH2:24]2)=[O:30])[CH2:71][CH2:70]1. (5) Given the reactants [CH3:1][N:2]([CH3:35])[C:3]([C:5]1[N:6]=[C:7]2[CH2:12][N:11]([C:13](=[O:33])[CH2:14][C@H:15]([NH:25]C(OC(C)(C)C)=O)[CH2:16][C:17]3[CH:22]=[C:21]([F:23])[CH:20]=[CH:19][C:18]=3[F:24])[CH2:10][CH2:9][N:8]2[CH:34]=1)=[O:4].[ClH:36], predict the reaction product. The product is: [ClH:36].[ClH:36].[NH2:25][C@H:15]([CH2:16][C:17]1[CH:22]=[C:21]([F:23])[CH:20]=[CH:19][C:18]=1[F:24])[CH2:14][C:13]([N:11]1[CH2:10][CH2:9][N:8]2[CH:34]=[C:5]([C:3]([N:2]([CH3:35])[CH3:1])=[O:4])[N:6]=[C:7]2[CH2:12]1)=[O:33]. (6) Given the reactants [F:1][C:2]([CH3:37])([CH3:36])[CH2:3][N:4]1[CH2:9][CH2:8][CH:7]([CH2:10][O:11][C:12]2[CH:17]=[CH:16][C:15]([C:18]3[C:19]([C:24]([N:26]4[CH2:30][C@H:29]([OH:31])[CH2:28][C@H:27]4[C:32]([O:34]C)=[O:33])=[O:25])=[CH:20][CH:21]=[CH:22][CH:23]=3)=[CH:14][CH:13]=2)[CH2:6][CH2:5]1.O[Li].O, predict the reaction product. The product is: [F:1][C:2]([CH3:37])([CH3:36])[CH2:3][N:4]1[CH2:9][CH2:8][CH:7]([CH2:10][O:11][C:12]2[CH:13]=[CH:14][C:15]([C:18]3[C:19]([C:24]([N:26]4[CH2:30][C@H:29]([OH:31])[CH2:28][C@H:27]4[C:32]([OH:34])=[O:33])=[O:25])=[CH:20][CH:21]=[CH:22][CH:23]=3)=[CH:16][CH:17]=2)[CH2:6][CH2:5]1. (7) Given the reactants [CH3:1][O:2][C:3]1[CH:8]=[CH:7][CH:6]=[CH:5][C:4]=1[O:9][C:10](=[CH2:15])[C:11]([O:13]C)=[O:12].O, predict the reaction product. The product is: [CH3:1][O:2][C:3]1[CH:8]=[CH:7][CH:6]=[CH:5][C:4]=1[O:9][C:10](=[CH2:15])[C:11]([OH:13])=[O:12].